From a dataset of Peptide-MHC class I binding affinity with 185,985 pairs from IEDB/IMGT. Regression. Given a peptide amino acid sequence and an MHC pseudo amino acid sequence, predict their binding affinity value. This is MHC class I binding data. (1) The peptide sequence is ETDDYMFFV. The MHC is HLA-A26:01 with pseudo-sequence HLA-A26:01. The binding affinity (normalized) is 0.326. (2) The peptide sequence is LPAMCNVY. The MHC is Mamu-B17 with pseudo-sequence Mamu-B17. The binding affinity (normalized) is 0.306. (3) The peptide sequence is LEHGLYPQL. The MHC is HLA-B18:01 with pseudo-sequence HLA-B18:01. The binding affinity (normalized) is 0.674. (4) The peptide sequence is DIDEEDDDL. The MHC is Mamu-B01 with pseudo-sequence Mamu-B01. The binding affinity (normalized) is 0.363.